Predict the reactants needed to synthesize the given product. From a dataset of Full USPTO retrosynthesis dataset with 1.9M reactions from patents (1976-2016). (1) Given the product [CH2:12]([O:11][C:9]([N:6]1[CH2:7][CH2:8][C:4]([CH3:3])([C:19]([OH:21])=[O:20])[CH2:5]1)=[O:10])[C:13]1[CH:14]=[CH:15][CH:16]=[CH:17][CH:18]=1, predict the reactants needed to synthesize it. The reactants are: [Li+].[OH-].[CH3:3][C:4]1([C:19]([O:21]C)=[O:20])[CH2:8][CH2:7][N:6]([C:9]([O:11][CH2:12][C:13]2[CH:18]=[CH:17][CH:16]=[CH:15][CH:14]=2)=[O:10])[CH2:5]1. (2) Given the product [C:29]([C:31]1[CH:32]=[CH:33][C:34]([O:41][C:42]2[CH:47]=[C:46]([Cl:48])[CH:45]=[C:44]([Cl:49])[CH:43]=2)=[C:35]([S:37]([N:12]2[CH2:11][CH2:10][N:9]([C:13]([O:15][C:16]([CH3:19])([CH3:18])[CH3:17])=[O:14])[CH2:8][CH:7]2[CH2:6][N:1]2[CH:5]=[N:4][CH:3]=[N:2]2)(=[O:38])=[O:39])[CH:36]=1)#[N:30], predict the reactants needed to synthesize it. The reactants are: [N:1]1([CH2:6][CH:7]2[NH:12][CH2:11][CH2:10][N:9]([C:13]([O:15][C:16]([CH3:19])([CH3:18])[CH3:17])=[O:14])[CH2:8]2)[CH:5]=[N:4][CH:3]=[N:2]1.C(N(C(C)C)CC)(C)C.[C:29]([C:31]1[CH:32]=[CH:33][C:34]([O:41][C:42]2[CH:47]=[C:46]([Cl:48])[CH:45]=[C:44]([Cl:49])[CH:43]=2)=[C:35]([S:37](Cl)(=[O:39])=[O:38])[CH:36]=1)#[N:30].